This data is from Full USPTO retrosynthesis dataset with 1.9M reactions from patents (1976-2016). The task is: Predict the reactants needed to synthesize the given product. (1) Given the product [CH3:50][N:49]([CH3:51])[C:28]([C:26]1[CH:25]=[N:24][N:23]([C:20]2[CH:21]=[N:22][C:17]3[N:18]([C:14]([C:11]4([C:7]5[CH:6]=[C:5]6[C:10](=[CH:9][CH:8]=5)[N:1]=[CH:2][CH:3]=[CH:4]6)[CH2:12][CH2:13]4)=[CH:15][N:16]=3)[CH:19]=2)[CH:27]=1)=[O:30], predict the reactants needed to synthesize it. The reactants are: [N:1]1[C:10]2[C:5](=[CH:6][C:7]([C:11]3([C:14]4[N:18]5[CH:19]=[C:20]([N:23]6[CH:27]=[C:26]([C:28]([OH:30])=O)[CH:25]=[N:24]6)[CH:21]=[N:22][C:17]5=[N:16][CH:15]=4)[CH2:13][CH2:12]3)=[CH:8][CH:9]=2)[CH:4]=[CH:3][CH:2]=1.F[P-](F)(F)(F)(F)F.N1(O[P+](N(C)C)(N(C)C)[N:49]([CH3:51])[CH3:50])C2C=CC=CC=2N=N1.CNC.C(N(CC)C(C)C)(C)C. (2) Given the product [Cl:1][C:2]1[CH:3]=[C:4]2[C:8](=[CH:9][CH:10]=1)[NH:7][C:6](=[O:11])[C:5]2=[CH:12][C:13]1[O:17][C:16]([C:18]2[CH:26]=[CH:25][C:21]([C:22]([N:65]3[CH2:66][CH2:67][CH2:68][N:62]([CH3:61])[CH2:63][CH2:64]3)=[O:23])=[CH:20][C:19]=2[F:27])=[CH:15][CH:14]=1, predict the reactants needed to synthesize it. The reactants are: [Cl:1][C:2]1[CH:3]=[C:4]2[C:8](=[CH:9][CH:10]=1)[NH:7][C:6](=[O:11])[C:5]2=[CH:12][C:13]1[O:17][C:16]([C:18]2[CH:26]=[CH:25][C:21]([C:22](O)=[O:23])=[CH:20][C:19]=2[F:27])=[CH:15][CH:14]=1.CN(C(ON1N=NC2C=CC=CC1=2)=[N+](C)C)C.F[P-](F)(F)(F)(F)F.CCN(C(C)C)C(C)C.[CH3:61][N:62]1[CH2:68][CH2:67][CH2:66][NH:65][CH2:64][CH2:63]1. (3) The reactants are: [F:1][C:2]([F:20])([C:7]1[C:15]2[CH:14]=[C:13]([C:16]([O:18]C)=[O:17])[S:12][C:11]=2[CH:10]=[CH:9][CH:8]=1)[C:3]([F:6])([F:5])[F:4].O.[OH-].[Li+].O. Given the product [F:20][C:2]([F:1])([C:7]1[C:15]2[CH:14]=[C:13]([C:16]([OH:18])=[O:17])[S:12][C:11]=2[CH:10]=[CH:9][CH:8]=1)[C:3]([F:6])([F:5])[F:4], predict the reactants needed to synthesize it. (4) Given the product [Br:1][C:5]1[C:4]([Br:3])=[C:9]([CH3:10])[CH:8]=[CH:7][N:6]=1, predict the reactants needed to synthesize it. The reactants are: [Br:1]Br.[Br:3][C:4]1[C:5](N)=[N:6][CH:7]=[CH:8][C:9]=1[CH3:10].N([O-])=O.[Na+].